From a dataset of Forward reaction prediction with 1.9M reactions from USPTO patents (1976-2016). Predict the product of the given reaction. (1) The product is: [CH3:14][O:13][CH:12]([O:15][CH3:16])[C:11]1[N:10]=[C:9]2[C:4]([CH2:5][CH2:6][CH2:7][N:8]2[C:17]([NH:19][C:20]2[CH:25]=[CH:24][C:23]([C:26]([F:29])([F:28])[F:27])=[CH:22][N:21]=2)=[O:18])=[CH:3][C:2]=1[CH3:30]. Given the reactants Br[C:2]1[CH:3]=[C:4]2[C:9](=[N:10][C:11]=1[CH:12]([O:15][CH3:16])[O:13][CH3:14])[N:8]([C:17]([NH:19][C:20]1[CH:25]=[CH:24][C:23]([C:26]([F:29])([F:28])[F:27])=[CH:22][N:21]=1)=[O:18])[CH2:7][CH2:6][CH2:5]2.[CH3:30]B1OB(C)OB(C)O1.C([O-])([O-])=O.[Na+].[Na+].COCCOC, predict the reaction product. (2) Given the reactants C([Li])CCC.Br[C:7]1[CH:16]=[CH:15][C:14]2[C:9](=[CH:10][CH:11]=[C:12]([O:17][CH3:18])[CH:13]=2)[CH:8]=1.CN([CH:22]=[O:23])C, predict the reaction product. The product is: [CH3:18][O:17][C:12]1[CH:13]=[C:14]2[C:9](=[CH:10][CH:11]=1)[CH:8]=[C:7]([CH:22]=[O:23])[CH:16]=[CH:15]2.